The task is: Predict the product of the given reaction.. This data is from Forward reaction prediction with 1.9M reactions from USPTO patents (1976-2016). Given the reactants [C:1]([O:5][C:6]([N:8]1[C@@H:12]([CH2:13][C:14]2[CH:19]=[CH:18][C:17]([OH:20])=[C:16]([N+:21]([O-:23])=[O:22])[CH:15]=2)[CH2:11][O:10][C:9]1([CH3:25])[CH3:24])=[O:7])([CH3:4])([CH3:3])[CH3:2].C(=O)([O-])[O-].[K+].[K+].[CH2:32](Br)[C:33]1[CH:38]=[CH:37][CH:36]=[CH:35][CH:34]=1.CN(C)C=O, predict the reaction product. The product is: [C:1]([O:5][C:6]([N:8]1[C@@H:12]([CH2:13][C:14]2[CH:19]=[CH:18][C:17]([O:20][CH2:32][C:33]3[CH:38]=[CH:37][CH:36]=[CH:35][CH:34]=3)=[C:16]([N+:21]([O-:23])=[O:22])[CH:15]=2)[CH2:11][O:10][C:9]1([CH3:25])[CH3:24])=[O:7])([CH3:4])([CH3:2])[CH3:3].